Dataset: Full USPTO retrosynthesis dataset with 1.9M reactions from patents (1976-2016). Task: Predict the reactants needed to synthesize the given product. (1) Given the product [Br:1][C:2]1[CH:3]=[CH:4][C:5]2[C:11]3[S:24][C:23]([C:22]([O:26][CH3:27])=[O:25])=[CH:13][C:10]=3[CH2:9][CH2:8][O:7][C:6]=2[CH:15]=1, predict the reactants needed to synthesize it. The reactants are: [Br:1][C:2]1[CH:3]=[CH:4][C:5]2=[C:6]([CH:15]=1)[O:7][CH2:8][CH2:9][C:10]([CH:13]=O)=[C:11]2Cl.C(=O)([O-])[O-].[K+].[K+].[C:22]([O:26][CH3:27])(=[O:25])[CH2:23][SH:24]. (2) Given the product [CH3:8][C:6]1[CH:7]=[C:2]([NH:1][C:16](=[O:17])[O:18][C:19]2[CH:24]=[CH:23][CH:22]=[CH:21][CH:20]=2)[CH:3]=[N:4][CH:5]=1, predict the reactants needed to synthesize it. The reactants are: [NH2:1][C:2]1[CH:3]=[N:4][CH:5]=[C:6]([CH3:8])[CH:7]=1.N1C=CC=CC=1.Cl[C:16]([O:18][C:19]1[CH:24]=[CH:23][CH:22]=[CH:21][CH:20]=1)=[O:17]. (3) Given the product [CH3:21][N:20]1[C:16]([CH2:15][O:14][C:12]2[CH:11]=[C:10]([CH3:23])[C:9]3[C:5]([CH2:4][C:3]([OH:24])=[O:2])=[CH:6][S:7][C:8]=3[CH:13]=2)=[CH:17][C:18]([CH3:22])=[N:19]1, predict the reactants needed to synthesize it. The reactants are: C[O:2][C:3](=[O:24])[CH2:4][C:5]1[C:9]2[C:10]([CH3:23])=[CH:11][C:12]([O:14][CH2:15][C:16]3[N:20]([CH3:21])[N:19]=[C:18]([CH3:22])[CH:17]=3)=[CH:13][C:8]=2[S:7][CH:6]=1.[OH-].[Na+].Cl. (4) Given the product [Br:1][C:2]1[CH:3]=[N:4][C:5]([C:14]2[CH:15]=[CH:16][C:11]([C:10]([F:21])([F:20])[F:9])=[CH:12][CH:13]=2)=[N:6][CH:7]=1, predict the reactants needed to synthesize it. The reactants are: [Br:1][C:2]1[CH:3]=[N:4][C:5](I)=[N:6][CH:7]=1.[F:9][C:10]([F:21])([F:20])[C:11]1[CH:16]=[CH:15][C:14](B(O)O)=[CH:13][CH:12]=1.C([O-])([O-])=O.[Na+].[Na+].